This data is from Forward reaction prediction with 1.9M reactions from USPTO patents (1976-2016). The task is: Predict the product of the given reaction. (1) Given the reactants [NH:1]1[CH2:6][CH2:5][CH2:4][CH2:3][CH:2]1[C:7]([O:9][CH2:10][CH3:11])=[O:8].C(N(CC)C(C)C)(C)C.Cl[C:22](=[O:27])[C:23]([O:25][CH3:26])=[O:24], predict the reaction product. The product is: [O:27]=[C:22]([N:1]1[CH2:6][CH2:5][CH2:4][CH2:3][C@H:2]1[C:7]([O:9][CH2:10][CH3:11])=[O:8])[C:23](=[O:24])[O:25][CH3:26]. (2) The product is: [F:24][C:6]1[CH:5]=[C:4]2[C:9]([CH:10]=[C:11]([CH:12]3[CH2:16][CH2:15][CH2:14][NH:13]3)[C:2]([C:11]3[CH:2]=[N:3][CH:4]=[CH:25][CH:27]=3)=[N:3]2)=[CH:8][CH:7]=1. Given the reactants Cl[C:2]1[C:11]([CH:12]2[CH2:16][CH2:15][CH2:14][N:13]2C(OC(C)(C)C)=O)=[CH:10][C:9]2[C:4](=[CH:5][C:6]([F:24])=[CH:7][CH:8]=2)[N:3]=1.[C:25](O)([C:27](F)(F)F)=O, predict the reaction product. (3) Given the reactants Br[C:2]1[CH:10]=[CH:9][C:5]([C:6]([OH:8])=O)=[C:4]([Cl:11])[CH:3]=1.[N:12]1([C:18]([O:20]C(C)(C)C)=O)[CH2:17][CH2:16][NH:15][CH2:14][CH2:13]1.F[P-](F)(F)(F)(F)F.N1(O[P+](N(C)C)(N(C)C)N(C)C)C2C=CC=CC=2N=N1.[N:52]1[C:61]2[C:56](=[CH:57][C:58](B(O)O)=[CH:59][CH:60]=2)[CH:55]=[CH:54][CH:53]=1.P([O-])([O-])([O-])=O.[K+].[K+].[K+].Cl.[OH:74][C:75]1(C(O)=O)[CH2:77][CH2:76]1, predict the reaction product. The product is: [Cl:11][C:4]1[CH:3]=[C:2]([C:58]2[CH:57]=[C:56]3[C:61](=[CH:60][CH:59]=2)[N:52]=[CH:53][CH:54]=[CH:55]3)[CH:10]=[CH:9][C:5]=1[C:6]([N:15]1[CH2:14][CH2:13][N:12]([C:18]([C:75]2([OH:74])[CH2:77][CH2:76]2)=[O:20])[CH2:17][CH2:16]1)=[O:8]. (4) Given the reactants [CH3:1][O:2][CH:3]=[CH:4][C:5]#[N:6].[N:7](OCCCC)=[O:8].[CH2:14]([O:16][CH2:17][CH3:18])C.[CH3:19]O.Cl.[CH2:22]([OH:26])[CH2:23][CH2:24][CH3:25], predict the reaction product. The product is: [CH2:1]([O:2][CH:3]([O:26][CH2:22][CH2:23][CH2:24][CH3:25])[C:4](=[N:7][OH:8])[C:5]#[N:6])[CH2:19][CH2:17][CH3:18].[CH2:22]([O:26][CH:3]([O:2][CH3:1])[C:4](=[N:7][OH:8])[C:5]#[N:6])[CH2:23][CH2:24][CH3:25].[CH3:1][O:2][CH:3]([O:16][CH3:14])[C:4](=[N:7][OH:8])[C:5]#[N:6]. (5) The product is: [CH3:32][O:31][CH2:30][CH2:29][C@H:25]([NH:24][C:22]([O:21][CH3:20])=[O:23])[C:26]([OH:28])=[O:27]. Given the reactants N1CCCCC1.C1C2C([CH2:20][O:21][C:22]([NH:24][C@@H:25]([CH2:29][CH2:30][O:31][CH3:32])[C:26]([OH:28])=[O:27])=[O:23])C3C(=CC=CC=3)C=2C=CC=1.C([O-])([O-])=O.[Na+].[Na+].ClC(OC)=O.Cl, predict the reaction product. (6) Given the reactants Cl[C:2]1[C:11]2[C:6](=[CH:7][C:8]([O:14][CH3:15])=[C:9]([O:12][CH3:13])[CH:10]=2)[N:5]=[CH:4][N:3]=1.[OH:16][C:17]1[CH:22]=[CH:21][C:20]([CH2:23][C:24]([OH:26])=[O:25])=[C:19]([O:27][CH3:28])[CH:18]=1, predict the reaction product. The product is: [CH3:13][O:12][C:9]1[CH:10]=[C:11]2[C:6](=[CH:7][C:8]=1[O:14][CH3:15])[N:5]=[CH:4][N:3]=[C:2]2[O:16][C:17]1[CH:22]=[CH:21][C:20]([CH2:23][C:24]([OH:26])=[O:25])=[C:19]([O:27][CH3:28])[CH:18]=1.